This data is from Catalyst prediction with 721,799 reactions and 888 catalyst types from USPTO. The task is: Predict which catalyst facilitates the given reaction. Reactant: [Cl:1][C:2]1[N:7]=[C:6](Cl)[C:5]([CH:9]([NH:11][C:12]2[CH:17]=[CH:16][C:15]([O:18][CH3:19])=[CH:14][C:13]=2[F:20])[CH3:10])=[CH:4][N:3]=1.[C:21]1([N:27]=[C:28]=[O:29])[CH:26]=[CH:25][CH:24]=[CH:23][CH:22]=1. Product: [Cl:1][C:2]1[N:7]=[CH:6][C:5]([CH:9]([N:11]([C:12]2[CH:17]=[CH:16][C:15]([O:18][CH3:19])=[CH:14][C:13]=2[F:20])[C:28]([NH:27][C:21]2[CH:26]=[CH:25][CH:24]=[CH:23][CH:22]=2)=[O:29])[CH3:10])=[CH:4][N:3]=1. The catalyst class is: 11.